Dataset: Peptide-MHC class II binding affinity with 134,281 pairs from IEDB. Task: Regression. Given a peptide amino acid sequence and an MHC pseudo amino acid sequence, predict their binding affinity value. This is MHC class II binding data. (1) The peptide sequence is EEALNVALAVVTLLA. The MHC is DRB5_0101 with pseudo-sequence DRB5_0101. The binding affinity (normalized) is 0.0748. (2) The peptide sequence is LEPVKCDTLLCDIGE. The MHC is DRB5_0101 with pseudo-sequence DRB5_0101. The binding affinity (normalized) is 0. (3) The peptide sequence is KMIGGIGGFVKVRQYDQIPI. The MHC is DRB3_0101 with pseudo-sequence DRB3_0101. The binding affinity (normalized) is 0.161. (4) The peptide sequence is YFKGNFERLAITKGK. The MHC is HLA-DQA10501-DQB10301 with pseudo-sequence HLA-DQA10501-DQB10301. The binding affinity (normalized) is 0.509. (5) The peptide sequence is AMSKVRKDISEWQPS. The MHC is HLA-DQA10501-DQB10402 with pseudo-sequence HLA-DQA10501-DQB10402. The binding affinity (normalized) is 0.350. (6) The peptide sequence is GAVFLGFLGAAGSTMG. The MHC is DRB1_1201 with pseudo-sequence DRB1_1201. The binding affinity (normalized) is 0.247. (7) The peptide sequence is EPIAAYHFDLSGKAF. The MHC is HLA-DQA10201-DQB10202 with pseudo-sequence HLA-DQA10201-DQB10202. The binding affinity (normalized) is 0.290. (8) The peptide sequence is ATFEAMYLGTCKTLT. The MHC is DRB3_0101 with pseudo-sequence DRB3_0101. The binding affinity (normalized) is 0.135. (9) The peptide sequence is QYAKEIWGITANPVP. The MHC is HLA-DQA10401-DQB10402 with pseudo-sequence HLA-DQA10401-DQB10402. The binding affinity (normalized) is 0.358. (10) The peptide sequence is KKGMTTVLDFHPGAG. The MHC is DRB1_0701 with pseudo-sequence DRB1_0701. The binding affinity (normalized) is 0.224.